From a dataset of Forward reaction prediction with 1.9M reactions from USPTO patents (1976-2016). Predict the product of the given reaction. The product is: [CH3:49][O:48][C:46]1[CH:45]=[C:43]([NH:44][C:7]2[N:8]=[CH:9][C:10]3=[C:2]([CH3:1])[N:3]=[C:4]([C:13]4[CH:18]=[CH:17][CH:16]=[CH:15][CH:14]=4)[N:5]3[N:6]=2)[CH:42]=[C:41]([O:40][CH3:39])[CH:47]=1. Given the reactants [CH3:1][C:2]1[N:3]=[C:4]([C:13]2[CH:18]=[CH:17][CH:16]=[CH:15][CH:14]=2)[N:5]2[C:10]=1[CH:9]=[N:8][C:7](SC)=[N:6]2.CC1N=C(C2C=CC=CC=2)N2C=1C=NC(S(C)(=O)=O)=N2.[CH3:39][O:40][C:41]1[CH:42]=[C:43]([CH:45]=[C:46]([O:48][CH3:49])[CH:47]=1)[NH2:44], predict the reaction product.